Predict the reaction yield, written as a fraction of the theoretical maximum amount of product (1.0 means a 100% yield; for example, 0.34 means a 34% yield). From a dataset of Reaction yield outcomes from USPTO patents with 853,638 reactions. (1) The reactants are C[O:2][C:3]1[C:11]2[O:10][C:9]([CH3:13])([CH3:12])[CH2:8][C:7]=2[C:6]([CH3:14])=[C:5]([N:15]2[CH2:20][CH2:19][N:18]([C:21]3[CH:26]=[CH:25][C:24]([CH3:27])=[CH:23][CH:22]=3)[CH2:17][CH2:16]2)[C:4]=1[CH3:28].Br.C(=O)([O-])O.[Na+]. The catalyst is C(O)(=O)C. The product is [CH3:12][C:9]1([CH3:13])[CH2:8][C:7]2[C:6]([CH3:14])=[C:5]([N:15]3[CH2:16][CH2:17][N:18]([C:21]4[CH:22]=[CH:23][C:24]([CH3:27])=[CH:25][CH:26]=4)[CH2:19][CH2:20]3)[C:4]([CH3:28])=[C:3]([OH:2])[C:11]=2[O:10]1. The yield is 0.160. (2) The reactants are [C:1](OC(=O)C)(=[O:3])[CH3:2].[NH2:8][CH:9]1[C:15](=[O:16])[N:14]2[CH:17]([C:21]([O:23][C:24]([CH3:27])([CH3:26])[CH3:25])=[O:22])[CH2:18][CH2:19][CH2:20][N:13]2[C:12](=[O:28])[CH2:11][CH2:10]1.C(N(C(C)C)CC)(C)C.C(Cl)Cl. The catalyst is CCOC(C)=O. The product is [C:1]([NH:8][C@@H:9]1[C:15](=[O:16])[N:14]2[C@H:17]([C:21]([O:23][C:24]([CH3:25])([CH3:27])[CH3:26])=[O:22])[CH2:18][CH2:19][CH2:20][N:13]2[C:12](=[O:28])[CH2:11][CH2:10]1)(=[O:3])[CH3:2]. The yield is 0.710. (3) The reactants are Cl[C:2]1[C:7]2[CH:8]=[N:9][N:10]([CH3:11])[C:6]=2[CH:5]=[C:4]([Cl:12])[N:3]=1.[OH-:13].[Na+].Cl. No catalyst specified. The product is [Cl:12][C:4]1[NH:3][C:2](=[O:13])[C:7]2[CH:8]=[N:9][N:10]([CH3:11])[C:6]=2[CH:5]=1. The yield is 0.949. (4) The yield is 0.780. The catalyst is C(Cl)(Cl)Cl.ClCCl. The product is [Br:1][CH2:2][CH2:3][N:4]1[C:8]([CH2:9][Br:15])=[CH:7][C:6]([N+:11]([O-:13])=[O:12])=[N:5]1. The reactants are [Br:1][CH2:2][CH2:3][N:4]1[C:8]([CH2:9]O)=[CH:7][C:6]([N+:11]([O-:13])=[O:12])=[N:5]1.P(Br)(Br)[Br:15].C(=O)(O)[O-].[Na+]. (5) The reactants are [CH2:1]([O:8][C:9]1[CH:18]=[C:17]([O:19][CH2:20][C:21]2[CH:26]=[CH:25][CH:24]=[CH:23][CH:22]=2)[C:16]([C:27]([CH3:29])=[CH2:28])=[CH:15][C:10]=1[C:11]([O:13]C)=[O:12])[C:2]1[CH:7]=[CH:6][CH:5]=[CH:4][CH:3]=1.[OH-].[K+]. The catalyst is CO.O. The product is [CH2:1]([O:8][C:9]1[CH:18]=[C:17]([O:19][CH2:20][C:21]2[CH:26]=[CH:25][CH:24]=[CH:23][CH:22]=2)[C:16]([C:27]([CH3:29])=[CH2:28])=[CH:15][C:10]=1[C:11]([OH:13])=[O:12])[C:2]1[CH:3]=[CH:4][CH:5]=[CH:6][CH:7]=1. The yield is 0.890. (6) The reactants are [NH2:1][C:2]1[N:7]=[N:6][C:5]([N:8]2[CH2:13][CH2:12][N:11]([C:14]([C:16]3[CH:21]=[CH:20][CH:19]=[CH:18][C:17]=3[C:22]([F:25])([F:24])[F:23])=[O:15])[CH2:10][CH2:9]2)=[CH:4][CH:3]=1.[O:26]([CH2:33][C:34](Cl)=[O:35])[C:27]1[CH:32]=[CH:31][CH:30]=[CH:29][CH:28]=1.C(N(CC)CC)C.O. The catalyst is ClCCl. The yield is 0.340. The product is [O:26]([CH2:33][C:34]([NH:1][C:2]1[N:7]=[N:6][C:5]([N:8]2[CH2:9][CH2:10][N:11]([C:14](=[O:15])[C:16]3[CH:21]=[CH:20][CH:19]=[CH:18][C:17]=3[C:22]([F:25])([F:24])[F:23])[CH2:12][CH2:13]2)=[CH:4][CH:3]=1)=[O:35])[C:27]1[CH:32]=[CH:31][CH:30]=[CH:29][CH:28]=1. (7) The reactants are [C:1]([O:4][C@@H:5]([C@H:16]1[C@H:21]([NH:22][C:23](=[O:25])[CH3:24])[C@@H:20](OC(=O)C)[CH2:19][C@@:18](OC(=O)C)([C:30]([O:32][CH3:33])=[O:31])[O:17]1)[C@H:6]([O:12][C:13](=[O:15])[CH3:14])[CH2:7][O:8][C:9](=[O:11])[CH3:10])(=[O:3])[CH3:2].[Si](OS(C(F)(F)F)(=O)=O)(C)(C)C. The catalyst is CCOC(C)=O. The product is [C:1]([O:4][C@@H:5]([C@H:16]1[C@@H:21]2[N:22]=[C:23]([CH3:24])[O:25][C@@H:20]2[CH:19]=[C:18]([C:30]([O:32][CH3:33])=[O:31])[O:17]1)[C@H:6]([O:12][C:13](=[O:15])[CH3:14])[CH2:7][O:8][C:9](=[O:11])[CH3:10])(=[O:3])[CH3:2]. The yield is 0.160. (8) The reactants are [CH2:1]=[CH:2][C:3]1[CH:8]=[CH:7][CH:6]=[CH:5][CH:4]=1. The catalyst is Cl[Ru](=C1N(C2C(C)=CC(C)=CC=2C)CCN1C1C(C)=CC(C)=CC=1C)(Cl)(=CC1C=CC=CC=1)[P](C1CCCCC1)(C1CCCCC1)C1CCCCC1. The product is [C:3]1(/[CH:2]=[CH:1]/[C:3]2[CH:8]=[CH:7][CH:6]=[CH:5][CH:4]=2)[CH:8]=[CH:7][CH:6]=[CH:5][CH:4]=1. The yield is 0.940.